From a dataset of Forward reaction prediction with 1.9M reactions from USPTO patents (1976-2016). Predict the product of the given reaction. Given the reactants [OH:1][CH2:2][C:3]1[CH:4]=[C:5]([CH:10]=[CH:11][N:12]=1)[C:6]([O:8][CH3:9])=[O:7].[C:13]1(O)[CH:18]=[CH:17][CH:16]=[CH:15][CH:14]=1.C1(P(C2C=CC=CC=2)C2C=CC=CC=2)C=CC=CC=1.N(/C(OC(C)C)=O)=N\C(OC(C)C)=O, predict the reaction product. The product is: [O:1]([CH2:2][C:3]1[CH:4]=[C:5]([CH:10]=[CH:11][N:12]=1)[C:6]([O:8][CH3:9])=[O:7])[C:13]1[CH:18]=[CH:17][CH:16]=[CH:15][CH:14]=1.